Predict the reaction yield, written as a fraction of the theoretical maximum amount of product (1.0 means a 100% yield; for example, 0.34 means a 34% yield). From a dataset of Reaction yield outcomes from USPTO patents with 853,638 reactions. (1) The reactants are [H-].[Na+].[NH:3]1[C:11]2[C:6](=[CH:7][C:8]([O:12][C:13]3[CH:18]=[CH:17][N:16]=[C:15]([NH2:19])[N:14]=3)=[CH:9][CH:10]=2)[CH:5]=[CH:4]1.[CH2:20]([NH:22][C:23](=O)[O:24]C1C=CC=CC=1)[CH3:21]. The catalyst is CN(C)C=O. The product is [CH2:20]([NH:22][C:23]([N:3]1[C:11]2[C:6](=[CH:7][C:8]([O:12][C:13]3[CH:18]=[CH:17][N:16]=[C:15]([NH2:19])[N:14]=3)=[CH:9][CH:10]=2)[CH:5]=[CH:4]1)=[O:24])[CH3:21]. The yield is 0.637. (2) The reactants are O.O.[C:3]1([CH:11]=[C:9]([OH:10])[CH:8]=[C:6]([OH:7])[CH:5]=1)[OH:4].[C:12]([CH2:17][C:18](OCC)=[O:19])(=O)[CH2:13][CH2:14][CH3:15]. The catalyst is S(=O)(=O)(O)O. The product is [OH:4][C:3]1[CH:11]=[C:9]([OH:10])[CH:8]=[C:6]2[C:5]=1[C:12]([CH2:13][CH2:14][CH3:15])=[CH:17][C:18](=[O:19])[O:7]2. The yield is 1.00. (3) The reactants are [ClH:1].[CH3:2][N:3]([CH3:12])[CH2:4]/[CH:5]=[CH:6]/[C:7]([O:9]CC)=[O:8].Cl.CCO. The catalyst is O. The product is [ClH:1].[CH3:2][N:3]([CH3:12])[CH2:4]/[CH:5]=[CH:6]/[C:7]([OH:9])=[O:8]. The yield is 0.700. (4) The reactants are [CH3:1][C:2]1[O:6][C:5]([C:7]([F:10])([F:9])[F:8])=[C:4]([C:11]([OH:13])=O)[CH:3]=1.C(Cl)(=O)C(Cl)=O.[NH2:20][C:21]1[CH:22]=[C:23]([CH:40]=[CH:41][CH:42]=1)[O:24][C:25]1[CH:26]=[CH:27][C:28]2[N:29]([CH:31]=[C:32]([NH:34][C:35]([CH:37]3[CH2:39][CH2:38]3)=[O:36])[N:33]=2)[N:30]=1.C(N(CC)CC)C. The catalyst is CN(C)C=O.O1CCCC1. The product is [CH:37]1([C:35]([NH:34][C:32]2[N:33]=[C:28]3[CH:27]=[CH:26][C:25]([O:24][C:23]4[CH:22]=[C:21]([NH:20][C:11]([C:4]5[CH:3]=[C:2]([CH3:1])[O:6][C:5]=5[C:7]([F:8])([F:9])[F:10])=[O:13])[CH:42]=[CH:41][CH:40]=4)=[N:30][N:29]3[CH:31]=2)=[O:36])[CH2:38][CH2:39]1. The yield is 0.580. (5) The reactants are [CH3:1][C:2]1([CH3:14])[C@@H:4](/[CH:5]=[C:6](/[CH:8]=O)\[CH3:7])[C@@H:3]1[C:10]([O:12][CH3:13])=[O:11].[NH2:15][OH:16].C(O)(=O)CCCCCCC.[OH-].[Na+]. The catalyst is C1(C)C(C)=CC=CC=1. The product is [CH3:1][C:2]1([CH3:14])[C@@H:4](/[CH:5]=[C:6](\[CH3:7])/[CH:8]=[N:15][OH:16])[C@@H:3]1[C:10]([O:12][CH3:13])=[O:11]. The yield is 0.985. (6) The reactants are [Br:1][C:2]1[S:10][C:9]2[CH2:8][CH2:7][NH:6][CH2:5][C:4]=2[CH:3]=1.[C:11](O)(=O)[CH3:12].[BH4-].[Na+]. The catalyst is C1COCC1. The product is [Br:1][C:2]1[S:10][C:9]2[CH2:8][CH2:7][N:6]([CH2:11][CH3:12])[CH2:5][C:4]=2[CH:3]=1. The yield is 0.890. (7) The reactants are COP([CH2:7][C:8](=[O:16])[C:9]([F:15])([F:14])[CH2:10][CH2:11][CH2:12][CH3:13])(=O)OC.O.[OH-].[Li+].O.[O:21]=[C:22]1[O:26][C@H:25]2[CH2:27][C@@H:28]([O:32][C:33]([C:35]3[CH:40]=[CH:39][CH:38]=[CH:37][CH:36]=3)=[O:34])[C@H:29]([CH:30]=O)[C@H:24]2[CH2:23]1. The catalyst is COC(C)(C)C. The product is [F:15][C:9]([F:14])([CH2:10][CH2:11][CH2:12][CH3:13])[C:8](=[O:16])/[CH:7]=[CH:30]/[C@@H:29]1[C@@H:24]2[C@@H:25]([O:26][C:22](=[O:21])[CH2:23]2)[CH2:27][C@H:28]1[O:32][C:33]([C:35]1[CH:40]=[CH:39][CH:38]=[CH:37][CH:36]=1)=[O:34]. The yield is 0.495. (8) The reactants are Br[C:2]1[CH:7]=[C:6]([Cl:8])[C:5]([C:9]([N:11]2[C:19]3[CH:18]=[CH:17][N:16]=[CH:15][C:14]=3[CH:13]=[CH:12]2)=[O:10])=[C:4]([Cl:20])[CH:3]=1.[C:21]([O:25][CH2:26][CH3:27])(=[O:24])[CH:22]=[CH2:23].C(N(CC)CC)C.C1(P(C2C=CC=CC=2)C2C=CC=CC=2)C=CC=CC=1. The catalyst is CN(C)C=O.C([O-])(=O)C.[Pd+2].C([O-])(=O)C. The product is [Cl:20][C:4]1[CH:3]=[C:2](/[CH:23]=[CH:22]/[C:21]([O:25][CH2:26][CH3:27])=[O:24])[CH:7]=[C:6]([Cl:8])[C:5]=1[C:9]([N:11]1[C:19]2[CH:18]=[CH:17][N:16]=[CH:15][C:14]=2[CH:13]=[CH:12]1)=[O:10]. The yield is 0.616. (9) The reactants are [CH3:1][C:2]1[CH:3]=[C:4]([CH:16]=[C:17]([CH3:19])[CH:18]=1)[CH2:5][S:6][C:7]1[CH:12]=[CH:11][C:10]([N+:13]([O-])=O)=[CH:9][CH:8]=1. The catalyst is O.C(O)C.[Fe]. The product is [CH3:1][C:2]1[CH:3]=[C:4]([CH:16]=[C:17]([CH3:19])[CH:18]=1)[CH2:5][S:6][C:7]1[CH:8]=[CH:9][C:10]([NH2:13])=[CH:11][CH:12]=1. The yield is 0.910. (10) The reactants are [CH2:1]([O:8][C:9]1[CH:18]=[CH:17][C:12]([C:13]([O:15]C)=[O:14])=[CH:11][C:10]=1/[C:19](/[CH3:22])=[CH:20]\[CH3:21])[C:2]1[CH:7]=[CH:6][CH:5]=[CH:4][CH:3]=1.[OH-].[K+]. The catalyst is CO.O. The product is [CH2:1]([O:8][C:9]1[CH:18]=[CH:17][C:12]([C:13]([OH:15])=[O:14])=[CH:11][C:10]=1/[C:19](/[CH3:22])=[CH:20]\[CH3:21])[C:2]1[CH:3]=[CH:4][CH:5]=[CH:6][CH:7]=1. The yield is 0.820.